Dataset: Full USPTO retrosynthesis dataset with 1.9M reactions from patents (1976-2016). Task: Predict the reactants needed to synthesize the given product. (1) The reactants are: [CH3:1][C:2]1[CH:20]=[CH:19][C:5]2[NH:6][C:7](=[O:18])[C:8]3[C:13]4[CH2:14][CH2:15][CH2:16][CH2:17][C:12]=4[S:11][C:9]=3[O:10][C:4]=2[CH:3]=1.ClC1C(=O)C(C#N)=C(C#N)C(=O)C=1Cl. Given the product [CH3:1][C:2]1[CH:20]=[CH:19][C:5]2[NH:6][C:7](=[O:18])[C:8]3[C:13]4[CH:14]=[CH:15][CH:16]=[CH:17][C:12]=4[S:11][C:9]=3[O:10][C:4]=2[CH:3]=1, predict the reactants needed to synthesize it. (2) Given the product [NH2:1][C:2]1[N:3]=[CH:4][C:5]([C:8]2[N:9]=[C:10]([N:28]3[CH2:29][CH2:30][O:31][CH2:32][CH2:33]3)[C:11]3[S:16][C:15]([C:17]4[CH:18]=[C:19]([CH2:23][C:24]([NH:37][CH2:36][CH2:34][OH:35])=[O:25])[CH:20]=[CH:21][CH:22]=4)=[C:14]([CH3:27])[C:12]=3[N:13]=2)=[CH:6][N:7]=1, predict the reactants needed to synthesize it. The reactants are: [NH2:1][C:2]1[N:7]=[CH:6][C:5]([C:8]2[N:9]=[C:10]([N:28]3[CH2:33][CH2:32][O:31][CH2:30][CH2:29]3)[C:11]3[S:16][C:15]([C:17]4[CH:18]=[C:19]([CH2:23][C:24](O)=[O:25])[CH:20]=[CH:21][CH:22]=4)=[C:14]([CH3:27])[C:12]=3[N:13]=2)=[CH:4][N:3]=1.[CH2:34]([CH2:36][NH2:37])[OH:35].